Task: Predict the reactants needed to synthesize the given product.. Dataset: Full USPTO retrosynthesis dataset with 1.9M reactions from patents (1976-2016) (1) Given the product [CH2:39]([N:36]1[C:37]2[C:33](=[CH:32][CH:31]=[C:30]([NH:29][C:28]([C:25]3[CH:26]=[CH:27][C:22]([N:19]4[CH2:18][CH2:17][N:16]([C:13]5[CH:12]=[CH:11][C:10]([C:9]([OH:42])=[O:8])=[CH:15][CH:14]=5)[CH2:21][CH2:20]4)=[N:23][CH:24]=3)=[O:41])[CH:38]=2)[CH:34]=[CH:35]1)[CH3:40], predict the reactants needed to synthesize it. The reactants are: C([O:8][C:9](=[O:42])[C:10]1[CH:15]=[CH:14][C:13]([N:16]2[CH2:21][CH2:20][N:19]([C:22]3[CH:27]=[CH:26][C:25]([C:28](=[O:41])[NH:29][C:30]4[CH:38]=[C:37]5[C:33]([CH:34]=[CH:35][N:36]5[CH2:39][CH3:40])=[CH:32][CH:31]=4)=[CH:24][N:23]=3)[CH2:18][CH2:17]2)=[CH:12][CH:11]=1)C1C=CC=CC=1.CCO.[H][H]. (2) The reactants are: [NH2:1][CH:2]1[CH2:7][CH2:6][CH:5]([N:8]2[C:12]3=[N:13][CH:14]=[N:15][C:16]([NH2:17])=[C:11]3[C:10]([C:18]3[CH:23]=[CH:22][C:21]([O:24][C:25]4[CH:30]=[CH:29][CH:28]=[CH:27][CH:26]=4)=[CH:20][CH:19]=3)=[N:9]2)[CH2:4][CH2:3]1.[C:31](O)(=[O:38])[C:32]1[CH:37]=[CH:36][CH:35]=[N:34][CH:33]=1.CN(C(ON1N=NC2C=CC=CC1=2)=[N+](C)C)C.[B-](F)(F)(F)F.CCN(C(C)C)C(C)C. Given the product [NH2:17][C:16]1[N:15]=[CH:14][N:13]=[C:12]2[N:8]([C@H:5]3[CH2:6][CH2:7][C@H:2]([NH:1][C:31](=[O:38])[C:32]4[CH:37]=[CH:36][CH:35]=[N:34][CH:33]=4)[CH2:3][CH2:4]3)[N:9]=[C:10]([C:18]3[CH:23]=[CH:22][C:21]([O:24][C:25]4[CH:30]=[CH:29][CH:28]=[CH:27][CH:26]=4)=[CH:20][CH:19]=3)[C:11]=12, predict the reactants needed to synthesize it. (3) Given the product [CH3:28][C:29]1[O:30][C:31]2[CH:46]=[CH:45][CH:44]=[CH:43][C:32]=2[C:33]=1[C:2]1[N:3]=[C:4]([N:22]2[CH2:27][CH2:26][O:25][CH2:24][CH2:23]2)[C:5]2[N:10]=[C:9]([CH2:11][N:12]3[CH2:15][CH:14]([N:16]4[CH2:21][CH2:20][O:19][CH2:18][CH2:17]4)[CH2:13]3)[S:8][C:6]=2[N:7]=1, predict the reactants needed to synthesize it. The reactants are: Cl[C:2]1[N:3]=[C:4]([N:22]2[CH2:27][CH2:26][O:25][CH2:24][CH2:23]2)[C:5]2[N:10]=[C:9]([CH2:11][N:12]3[CH2:15][CH:14]([N:16]4[CH2:21][CH2:20][O:19][CH2:18][CH2:17]4)[CH2:13]3)[S:8][C:6]=2[N:7]=1.[CH3:28][C:29]1[O:30][C:31]2[CH:46]=[CH:45][CH:44]=[CH:43][C:32]=2[C:33]=1B1OC(C)(C)C(C)(C)O1.C([O-])([O-])=O.[Cs+].[Cs+]. (4) Given the product [CH3:12][O:11][C:9]1[C:10]2[C:2]([C:22]3[CH:27]=[CH:26][CH:25]=[CH:24][CH:23]=3)=[CH:3][N:4]([C@@H:13]3[O:19][C@H:18]([CH2:20][OH:21])[C@@H:16]([OH:17])[C@H:14]3[OH:15])[C:5]=2[N:6]=[CH:7][N:8]=1, predict the reactants needed to synthesize it. The reactants are: I[C:2]1[C:10]2[C:9]([O:11][CH3:12])=[N:8][CH:7]=[N:6][C:5]=2[N:4]([C@@H:13]2[O:19][C@H:18]([CH2:20][OH:21])[C@@H:16]([OH:17])[C@H:14]2[OH:15])[CH:3]=1.[C:22]1(B(O)O)[CH:27]=[CH:26][CH:25]=[CH:24][CH:23]=1. (5) The reactants are: [F:1][C:2]([F:12])([F:11])[C:3]1[CH:10]=[CH:9][C:6]([CH:7]=O)=[CH:5][CH:4]=1.C([O-])(=O)C.[NH4+].O.[N+:19]([CH3:22])([O-:21])=[O:20]. Given the product [N+:19]([CH:22]=[CH:7][C:6]1[CH:9]=[CH:10][C:3]([C:2]([F:12])([F:11])[F:1])=[CH:4][CH:5]=1)([O-:21])=[O:20], predict the reactants needed to synthesize it. (6) Given the product [F:29][C:28]1[CH:27]=[CH:26][CH:25]=[C:24]([F:30])[C:23]=1[C:22]([NH:21][C:18]([CH3:20])([CH3:19])[C:17]([C:14]1[CH:13]=[CH:12][C:11]([C@@H:9]2[CH2:10][C@H:8]2[C:6]([OH:7])=[O:5])=[CH:16][CH:15]=1)=[O:32])=[O:31], predict the reactants needed to synthesize it. The reactants are: C([O:5][C:6]([CH:8]1[CH2:10][CH:9]1[C:11]1[CH:16]=[CH:15][C:14]([C:17](=[O:32])[C:18]([NH:21][C:22](=[O:31])[C:23]2[C:28]([F:29])=[CH:27][CH:26]=[CH:25][C:24]=2[F:30])([CH3:20])[CH3:19])=[CH:13][CH:12]=1)=[O:7])(C)(C)C.C1(S)C=CC=CC=1.FC(F)(F)C(O)=O. (7) Given the product [C:20]([S:17]([NH:16][CH:13]1[CH2:12][CH2:11][N:10]([C:8]2[NH:37][C:32]3[CH:31]=[C:30]([C:24]4[CH:25]=[CH:26][CH:27]=[CH:28][CH:29]=4)[CH:35]=[CH:34][C:33]=3[N:9]=2)[CH2:15][CH2:14]1)(=[O:19])=[O:18])([CH3:23])([CH3:22])[CH3:21], predict the reactants needed to synthesize it. The reactants are: C1(C)C=CC=CC=1.[C:8]([N:10]1[CH2:15][CH2:14][CH:13]([NH:16][S:17]([C:20]([CH3:23])([CH3:22])[CH3:21])(=[O:19])=[O:18])[CH2:12][CH2:11]1)#[N:9].[C:24]1([C:30]2[CH:35]=[CH:34][C:33](N)=[C:32]([NH2:37])[CH:31]=2)[CH:29]=[CH:28][CH:27]=[CH:26][CH:25]=1.[O-]S(C(F)(F)F)(=O)=O.[Yb+3].[O-]S(C(F)(F)F)(=O)=O.[O-]S(C(F)(F)F)(=O)=O. (8) Given the product [Cl:1][C:2]1[N:7]=[C:6]([N:10]([CH3:12])[CH3:11])[C:5]([CH3:9])=[CH:4][N:3]=1.[Cl:8][C:6]1[C:5]([CH3:9])=[CH:4][N:3]=[C:2]([N:10]([CH3:12])[CH3:11])[N:7]=1, predict the reactants needed to synthesize it. The reactants are: [Cl:1][C:2]1[N:7]=[C:6]([Cl:8])[C:5]([CH3:9])=[CH:4][N:3]=1.[NH:10]([CH3:12])[CH3:11].C([O-])(O)=O.[Na+]. (9) The reactants are: [OH:1][C:2]([C:19]1[CH:24]=[CH:23][CH:22]=[CH:21][CH:20]=1)([C:13]1[CH:18]=[CH:17][CH:16]=[CH:15][CH:14]=1)[CH:3]1[CH2:8][CH2:7][N:6]([CH2:9][CH2:10][CH2:11][OH:12])[CH2:5][CH2:4]1.[CH3:25][C:26]1[CH:31]=[CH:30][C:29]([S:32](Cl)(=[O:34])=[O:33])=[CH:28][CH:27]=1. Given the product [CH3:25][C:26]1[CH:31]=[CH:30][C:29]([S:32]([O:12][CH2:11][CH2:10][CH2:9][N:6]2[CH2:5][CH2:4][CH:3]([C:2]([OH:1])([C:19]3[CH:24]=[CH:23][CH:22]=[CH:21][CH:20]=3)[C:13]3[CH:14]=[CH:15][CH:16]=[CH:17][CH:18]=3)[CH2:8][CH2:7]2)(=[O:34])=[O:33])=[CH:28][CH:27]=1, predict the reactants needed to synthesize it.